The task is: Predict which catalyst facilitates the given reaction.. This data is from Catalyst prediction with 721,799 reactions and 888 catalyst types from USPTO. (1) Reactant: [OH:1][C:2]1[CH:11]=[CH:10][C:5]2[N:6]=[C:7]([SH:9])[O:8][C:4]=2[CH:3]=1.[C:12](=O)(O)[O-].[Na+].S(OC)(OC)(=O)=O. Product: [OH:1][C:2]1[CH:11]=[CH:10][C:5]2[N:6]=[C:7]([S:9][CH3:12])[O:8][C:4]=2[CH:3]=1. The catalyst class is: 6. (2) The catalyst class is: 5. Product: [Cl:24][C:5]1[CH:6]=[CH:7][C:8]([C:10]2[C:11]([C:18]3[CH:23]=[CH:22][N:21]=[CH:20][CH:19]=3)=[N:12][N:13]([CH2:15][CH2:16][OH:17])[CH:14]=2)=[CH:9][C:4]=1[C:3]([OH:25])=[O:2]. Reactant: C[O:2][C:3](=[O:25])[C:4]1[CH:9]=[C:8]([C:10]2[C:11]([C:18]3[CH:23]=[CH:22][N:21]=[CH:20][CH:19]=3)=[N:12][N:13]([CH2:15][CH2:16][OH:17])[CH:14]=2)[CH:7]=[CH:6][C:5]=1[Cl:24].[OH-].[K+].Cl.C(#N)C. (3) Reactant: [C:1]([C:6]1([CH:19]2[CH2:24][CH2:23][CH2:22][CH2:21][CH2:20]2)[CH2:11][CH2:10][N:9](C(OC(C)(C)C)=O)[CH2:8][CH2:7]1)(=[O:5])[CH2:2][CH2:3][CH3:4].FC(F)(F)C(O)=O.[OH-].[Na+]. Product: [CH:19]1([C:6]2([C:1](=[O:5])[CH2:2][CH2:3][CH3:4])[CH2:7][CH2:8][NH:9][CH2:10][CH2:11]2)[CH2:20][CH2:21][CH2:22][CH2:23][CH2:24]1. The catalyst class is: 4. (4) Reactant: [F:1][C:2]1[CH:10]=[CH:9][C:5]([C:6]([O-])=[O:7])=[C:4]([CH3:11])[CH:3]=1.[H-].[H-].[H-].[H-].[Li+].[Al+3].O.[OH-].[Na+]. Product: [F:1][C:2]1[CH:10]=[CH:9][C:5]([CH2:6][OH:7])=[C:4]([CH3:11])[CH:3]=1. The catalyst class is: 1. (5) Reactant: [H-].[Na+].[CH2:3]([NH:6][C:7](=[O:13])[O:8][C:9]([CH3:12])([CH3:11])[CH3:10])[C:4]#[CH:5].[CH2:14](I)[CH3:15]. Product: [CH2:14]([N:6]([CH2:3][C:4]#[CH:5])[C:7](=[O:13])[O:8][C:9]([CH3:10])([CH3:12])[CH3:11])[CH3:15]. The catalyst class is: 18. (6) Reactant: [CH3:1][O:2][C:3]1[CH:12]=[CH:11][C:6]2[C:7](=[O:10])[CH2:8][O:9][C:5]=2[C:4]=1[C:13]#[C:14][CH2:15][N:16]1[CH2:21][CH2:20][N:19]([C:22]([O:24][C:25]([CH3:28])([CH3:27])[CH3:26])=[O:23])[CH2:18][CH2:17]1. Product: [CH3:1][O:2][C:3]1[CH:12]=[CH:11][C:6]2[C:7](=[O:10])[CH2:8][O:9][C:5]=2[C:4]=1[CH2:13][CH2:14][CH2:15][N:16]1[CH2:17][CH2:18][N:19]([C:22]([O:24][C:25]([CH3:28])([CH3:27])[CH3:26])=[O:23])[CH2:20][CH2:21]1. The catalyst class is: 29.